This data is from Catalyst prediction with 721,799 reactions and 888 catalyst types from USPTO. The task is: Predict which catalyst facilitates the given reaction. (1) Reactant: Cl.[CH3:2][NH:3][C:4]1([C:8]([O:10][CH3:11])=[O:9])[CH2:7][CH2:6][CH2:5]1.O.[C:13]1([CH3:23])[CH:18]=[CH:17][C:16]([S:19]([OH:22])(=[O:21])=[O:20])=[CH:15][CH:14]=1. Product: [C:13]1([CH3:23])[CH:14]=[CH:15][C:16]([S:19]([OH:22])(=[O:20])=[O:21])=[CH:17][CH:18]=1.[CH3:2][NH:3][C:4]1([C:8]([O:10][CH3:11])=[O:9])[CH2:7][CH2:6][CH2:5]1. The catalyst class is: 13. (2) Reactant: [C:1]([CH:24](O)[CH2:25][CH2:26][C:27](=[O:49])[CH2:28][CH2:29][CH2:30][CH2:31][CH2:32][CH2:33][CH2:34][CH2:35][CH2:36][CH2:37][CH2:38]/[CH:39]=[CH:40]\[CH2:41][CH2:42][CH2:43][CH2:44][CH2:45][CH2:46][CH2:47][CH3:48])(=[O:23])[CH2:2][CH2:3][CH2:4][CH2:5][CH2:6][CH2:7][CH2:8][CH2:9][CH2:10][CH2:11][CH2:12]/[CH:13]=[CH:14]\[CH2:15][CH2:16][CH2:17][CH2:18][CH2:19][CH2:20][CH2:21][CH3:22].[C:51]([OH:70])(=O)[CH2:52][CH2:53][CH2:54][CH2:55][CH2:56][CH2:57][CH2:58]/[CH:59]=[CH:60]\[CH2:61][CH2:62][CH2:63][CH2:64][CH2:65][CH2:66][CH2:67][CH3:68].C1(N=C=NC2CCCCC2)CCCCC1. Product: [C:27]([CH2:26][CH:25]([C:51](=[O:70])[CH2:52][CH2:53][CH2:54][CH2:55][CH2:56][CH2:57][CH2:58]/[CH:59]=[CH:60]\[CH2:61][CH2:62][CH2:63][CH2:64][CH2:65][CH2:66][CH2:67][CH3:68])[CH2:24][C:1](=[O:23])[CH2:2][CH2:3][CH2:4][CH2:5][CH2:6][CH2:7][CH2:8][CH2:9][CH2:10][CH2:11][CH2:12]/[CH:13]=[CH:14]\[CH2:15][CH2:16][CH2:17][CH2:18][CH2:19][CH2:20][CH2:21][CH3:22])(=[O:49])[CH2:28][CH2:29][CH2:30][CH2:31][CH2:32][CH2:33][CH2:34][CH2:35][CH2:36][CH2:37][CH2:38]/[CH:39]=[CH:40]\[CH2:41][CH2:42][CH2:43][CH2:44][CH2:45][CH2:46][CH2:47][CH3:48]. The catalyst class is: 277. (3) Reactant: [F:1][C:2]([F:7])([F:6])[C:3]([OH:5])=[O:4].[Cl:8][C:9]1[CH:43]=[CH:42][CH:41]=[CH:40][C:10]=1[CH2:11][N:12]1[C:20]2[C:19](=[O:21])[N:18]([CH3:22])[C:17](=[O:23])[N:16]([CH3:24])[C:15]=2[C:14]([OH:25])=[C:13]1[N:26]1[CH2:31][CH2:30][CH2:29][C@@H:28]([NH:32]C(=O)OC(C)(C)C)[CH2:27]1. Product: [F:1][C:2]([F:7])([F:6])[C:3]([OH:5])=[O:4].[NH2:32][C@@H:28]1[CH2:29][CH2:30][CH2:31][N:26]([C:13]2[N:12]([CH2:11][C:10]3[CH:40]=[CH:41][CH:42]=[CH:43][C:9]=3[Cl:8])[C:20]3[C:19](=[O:21])[N:18]([CH3:22])[C:17](=[O:23])[N:16]([CH3:24])[C:15]=3[C:14]=2[OH:25])[CH2:27]1. The catalyst class is: 22. (4) The catalyst class is: 1. Reactant: [Cl:1][CH2:2][CH2:3][CH2:4][CH2:5][C:6](Cl)=[O:7].[C:9]1([C@@H:15]([NH2:17])[CH3:16])[CH:14]=[CH:13][CH:12]=[CH:11][CH:10]=1.CCN(CC)CC. Product: [Cl:1][CH2:2][CH2:3][CH2:4][CH2:5][C:6]([NH:17][C@H:15]([C:9]1[CH:14]=[CH:13][CH:12]=[CH:11][CH:10]=1)[CH3:16])=[O:7].